Predict the reaction yield, written as a fraction of the theoretical maximum amount of product (1.0 means a 100% yield; for example, 0.34 means a 34% yield). From a dataset of Reaction yield outcomes from USPTO patents with 853,638 reactions. (1) The reactants are [C:1]1([C:7]2[CH:15]=[CH:14][CH:13]=[C:12]3[C:8]=2[C:9]2[CH:19]=[CH:18][CH:17]=[N:16][C:10]=2[NH:11]3)[CH:6]=[CH:5][CH:4]=[CH:3][CH:2]=1.[CH3:20][S:21](C1C=C(B(O)O)C=CC=1)(=[O:23])=[O:22]. No catalyst specified. The product is [CH3:20][S:21]([C:5]1[CH:6]=[C:1]([C:7]2[CH:15]=[CH:14][CH:13]=[C:12]3[C:8]=2[C:9]2[CH:19]=[CH:18][CH:17]=[N:16][C:10]=2[NH:11]3)[CH:2]=[CH:3][CH:4]=1)(=[O:23])=[O:22]. The yield is 0.270. (2) The reactants are [NH2:1][C:2]1[CH:3]=[C:4]([C:24](=[O:31])[NH:25][C:26]2[NH:27][CH:28]=[CH:29][N:30]=2)[C:5]2[N:9]=[C:8]([NH:10][C:11]([C:13]3[N:14]=[CH:15][C:16]4[C:21]([CH:22]=3)=[CH:20][CH:19]=[CH:18][CH:17]=4)=[O:12])[NH:7][C:6]=2[CH:23]=1.[C:32]1([S:38](Cl)(=[O:40])=[O:39])[CH:37]=[CH:36][CH:35]=[CH:34][CH:33]=1. The catalyst is N1C=CC=CC=1.C(Cl)Cl.[Cl-].[Na+].O. The product is [C:32]1([S:38]([NH:1][C:2]2[CH:3]=[C:4]([C:24](=[O:31])[NH:25][C:26]3[NH:27][CH:28]=[CH:29][N:30]=3)[C:5]3[NH:9][C:8]([NH:10][C:11]([C:13]4[N:14]=[CH:15][C:16]5[C:21]([CH:22]=4)=[CH:20][CH:19]=[CH:18][CH:17]=5)=[O:12])=[N:7][C:6]=3[CH:23]=2)(=[O:40])=[O:39])[CH:37]=[CH:36][CH:35]=[CH:34][CH:33]=1. The yield is 0.500. (3) The reactants are [Br:1][C:2]1[CH:11]=[CH:10][C:5]([C:6]([NH:8][NH2:9])=[O:7])=[CH:4][CH:3]=1.[C:12](Cl)(=[O:19])[C:13]1[CH:18]=[CH:17][CH:16]=[CH:15][CH:14]=1. The catalyst is CN1CCCC1=O. The product is [C:12]([NH:9][NH:8][C:6](=[O:7])[C:5]1[CH:10]=[CH:11][C:2]([Br:1])=[CH:3][CH:4]=1)(=[O:19])[C:13]1[CH:18]=[CH:17][CH:16]=[CH:15][CH:14]=1. The yield is 0.800. (4) The reactants are [C:1]1([CH:7]2[CH2:9][CH:8]2[C:10]([OH:12])=[O:11])[CH:6]=[CH:5][CH:4]=[CH:3][CH:2]=1.OS(O)(=O)=O.[CH3:18]O. No catalyst specified. The product is [CH3:18][O:11][C:10]([CH:8]1[CH2:9][CH:7]1[C:1]1[CH:6]=[CH:5][CH:4]=[CH:3][CH:2]=1)=[O:12]. The yield is 0.970.